From a dataset of Forward reaction prediction with 1.9M reactions from USPTO patents (1976-2016). Predict the product of the given reaction. The product is: [C:1]([N:4]1[C:13]2[C:8](=[CH:9][CH:10]=[CH:11][CH:12]=2)[C@H:7]([O:14][C:22]2[CH:23]=[CH:24][C:19]([N+:16]([O-:18])=[O:17])=[CH:20][CH:21]=2)[CH2:6][C@@H:5]1[CH3:15])(=[O:3])[CH3:2]. Given the reactants [C:1]([N:4]1[C:13]2[C:8](=[CH:9][CH:10]=[CH:11][CH:12]=2)[C@H:7]([OH:14])[CH2:6][C@@H:5]1[CH3:15])(=[O:3])[CH3:2].[N+:16]([C:19]1[CH:24]=[CH:23][C:22](O)=[CH:21][CH:20]=1)([O-:18])=[O:17], predict the reaction product.